From a dataset of Full USPTO retrosynthesis dataset with 1.9M reactions from patents (1976-2016). Predict the reactants needed to synthesize the given product. (1) Given the product [F:1][C:2]1[CH:3]=[C:4]([CH:5]=[CH:6][C:7]=1[N:12]1[CH2:17][CH2:16][O:15][CH2:14][CH2:13]1)[NH2:9], predict the reactants needed to synthesize it. The reactants are: [F:1][C:2]1[CH:3]=[C:4]([N+:9]([O-])=O)[CH:5]=[CH:6][C:7]=1F.[NH:12]1[CH2:17][CH2:16][O:15][CH2:14][CH2:13]1.O.C(O)(=O)CC(CC(O)=O)(C(O)=O)O.[H][H]. (2) Given the product [CH2:9]([C:12]1[CH:13]=[C:14]([Br:1])[CH:15]=[CH:16][C:17]=1[O:18][CH3:19])[CH:10]=[CH2:11].[CH2:9]([C:12]1[CH:13]=[C:14]([CH:15]=[CH:16][C:17]=1[O:18][CH3:19])[CH:5]=[O:8])[CH:10]=[CH2:11], predict the reactants needed to synthesize it. The reactants are: [Br:1]C1C=C[C:5]([OH:8])=CC=1.[CH2:9]([C:12]1[C:17]([O:18][CH3:19])=[CH:16][CH:15]=[CH:14][C:13]=1C1OC=NC=1)[CH:10]=[CH2:11].C([Li])CCC.[NH4+]. (3) Given the product [O:1]1[CH:5]=[CH:4][CH:3]=[C:2]1[C:6]1[N:7]=[C:8]([NH:21][C:22](=[O:28])[O:23][C:24]([CH3:26])([CH3:25])[CH3:27])[S:9][C:10]=1[C:11]([C:12]1[CH:17]=[CH:16][C:15]([O:18][CH3:19])=[CH:14][N:13]=1)=[O:20], predict the reactants needed to synthesize it. The reactants are: [O:1]1[CH:5]=[CH:4][CH:3]=[C:2]1[C:6]1[N:7]=[C:8]([NH:21][C:22](=[O:28])[O:23][C:24]([CH3:27])([CH3:26])[CH3:25])[S:9][C:10]=1[CH:11]([OH:20])[C:12]1[CH:17]=[CH:16][C:15]([O:18][CH3:19])=[CH:14][N:13]=1.CO. (4) Given the product [NH2:1][C:4]1[CH:32]=[C:31]([NH2:33])[CH:30]=[CH:29][C:5]=1[O:6][C:7]1[N:12]=[CH:11][N:10]=[C:9]([CH2:13][CH2:14][CH2:15][CH2:16][CH2:17][CH2:18][CH2:19][CH2:20][CH2:21][CH2:22][CH2:23][CH2:24][CH2:25][CH2:26][CH2:27][CH3:28])[N:8]=1, predict the reactants needed to synthesize it. The reactants are: [N+:1]([C:4]1[CH:32]=[C:31]([N+:33]([O-])=O)[CH:30]=[CH:29][C:5]=1[O:6][C:7]1[N:12]=[CH:11][N:10]=[C:9]([CH2:13][CH2:14][CH2:15][CH2:16][CH2:17][CH2:18][CH2:19][CH2:20][CH2:21][CH2:22][CH2:23][CH2:24][CH2:25][CH2:26][CH2:27][CH3:28])[N:8]=1)([O-])=O.[H][H]. (5) Given the product [C:1]([NH:5][C:6]([C:8]1[C:16]2[C:11](=[N:12][CH:13]=[C:14]([C:17]3[C:25]4[C:20](=[CH:21][CH:22]=[C:23]([C:26]#[N:27])[CH:24]=4)[N:19]([CH3:28])[N:18]=3)[N:15]=2)[NH:10][CH:9]=1)=[O:7])([CH3:4])([CH3:3])[CH3:2], predict the reactants needed to synthesize it. The reactants are: [C:1]([NH:5][C:6]([C:8]1[C:16]2[C:11](=[N:12][CH:13]=[C:14]([C:17]3[C:25]4[C:20](=[CH:21][CH:22]=[C:23]([C:26]#[N:27])[CH:24]=4)[N:19]([CH3:28])[N:18]=3)[N:15]=2)[N:10](COCC[Si](C)(C)C)[CH:9]=1)=[O:7])([CH3:4])([CH3:3])[CH3:2].FC(F)(F)C(O)=O.C(N)CN.O. (6) Given the product [O:10]=[C:2]1[C:3](=[C:36]2[C:37]3[C:33](=[CH:32][C:31]([CH:27]=[O:26])=[CH:39][CH:38]=3)[CH2:34][O:35]2)[C:4]2[C:9](=[CH:8][CH:7]=[CH:6][CH:5]=2)[NH:1]1, predict the reactants needed to synthesize it. The reactants are: [NH:1]1[C:9]2[C:4](=[CH:5][CH:6]=[CH:7][CH:8]=2)[CH2:3][C:2]1=[O:10].[Li+].C[Si]([N-][Si](C)(C)C)(C)C.C1COCC1.[O:26]1CCO[CH:27]1[C:31]1[CH:32]=[C:33]2[C:37](=[CH:38][CH:39]=1)[C:36](=O)[O:35][CH2:34]2.Cl. (7) Given the product [CH3:23][C:20]1([CH3:22])[C:19]([CH3:25])([CH3:24])[O:18][B:17]([C:15]2[CH2:14][CH2:13][N:5]([C:6]([O:7][C:8]([CH3:9])([CH3:10])[CH3:11])=[O:12])[CH2:1][CH2:2][CH:16]=2)[O:21]1, predict the reactants needed to synthesize it. The reactants are: [CH2:1]([N:5]([CH2:13][CH2:14][C:15]([B:17]1[O:21][C:20]([CH3:23])([CH3:22])[C:19]([CH3:25])([CH3:24])[O:18]1)=[CH2:16])[C:6](=[O:12])[O:7][C:8]([CH3:11])([CH3:10])[CH3:9])[CH2:2]C=C.C(OCCOCCO)=C. (8) The reactants are: C([O:3][C:4]([C:6]1([S:17]([C:20]2[CH:25]=[CH:24][C:23]([O:26][CH3:27])=[CH:22][CH:21]=2)(=[O:19])=[O:18])[CH2:11][CH2:10][N:9]([CH2:12][CH:13]=[C:14]([CH3:16])[CH3:15])[CH2:8][CH2:7]1)=[O:5])C.[OH-].[Na+]. Given the product [CH3:27][O:26][C:23]1[CH:22]=[CH:21][C:20]([S:17]([C:6]2([C:4]([OH:5])=[O:3])[CH2:11][CH2:10][N:9]([CH2:12][CH:13]=[C:14]([CH3:15])[CH3:16])[CH2:8][CH2:7]2)(=[O:19])=[O:18])=[CH:25][CH:24]=1, predict the reactants needed to synthesize it.